From a dataset of Reaction yield outcomes from USPTO patents with 853,638 reactions. Predict the reaction yield, written as a fraction of the theoretical maximum amount of product (1.0 means a 100% yield; for example, 0.34 means a 34% yield). (1) The reactants are C([O-])([O-])=O.[Na+].[Na+].Br[C:8]1[CH:9]=[C:10]2[C:15](=[N:16][CH:17]=1)[NH:14][CH2:13][CH2:12][CH:11]2[CH2:18][C:19]1[CH:24]=[C:23]([F:25])[CH:22]=[CH:21][C:20]=1[F:26].[CH3:27][N:28]1[CH2:33][CH2:32][N:31]([C:34]2[CH:39]=[CH:38][C:37](B3OC(C)(C)C(C)(C)O3)=[CH:36][N:35]=2)[CH2:30][CH2:29]1. The catalyst is C1(C)C=CC=CC=1.C(O)C.C1C=CC([P]([Pd]([P](C2C=CC=CC=2)(C2C=CC=CC=2)C2C=CC=CC=2)([P](C2C=CC=CC=2)(C2C=CC=CC=2)C2C=CC=CC=2)[P](C2C=CC=CC=2)(C2C=CC=CC=2)C2C=CC=CC=2)(C2C=CC=CC=2)C2C=CC=CC=2)=CC=1. The product is [F:26][C:20]1[CH:21]=[CH:22][C:23]([F:25])=[CH:24][C:19]=1[CH2:18][CH:11]1[C:10]2[C:15](=[N:16][CH:17]=[C:8]([C:37]3[CH:36]=[N:35][C:34]([N:31]4[CH2:30][CH2:29][N:28]([CH3:27])[CH2:33][CH2:32]4)=[CH:39][CH:38]=3)[CH:9]=2)[NH:14][CH2:13][CH2:12]1. The yield is 0.260. (2) The reactants are [F:1][C:2]1[CH:7]=[CH:6][C:5]([C@@H:8]([O:37][Si:38]([CH3:44])([CH3:43])[C:39]([CH3:42])([CH3:41])[CH3:40])[CH2:9][S:10][C@@H:11]2[C@@H:14]([C:15]3[CH:20]=[CH:19][C:18]([O:21][Si:22]([CH3:28])([CH3:27])[C:23]([CH3:26])([CH3:25])[CH3:24])=[CH:17][CH:16]=3)[N:13]([C:29]3[CH:34]=[CH:33][C:32](I)=[CH:31][CH:30]=3)[C:12]2=[O:36])=[CH:4][CH:3]=1.[N:45]1[CH:50]=[CH:49][CH:48]=[C:47](B(O)O)[CH:46]=1.C(=O)([O-])[O-].[K+].[K+]. The catalyst is C1(C)C=CC=CC=1.C(O)C.C1C=CC([P]([Pd]([P](C2C=CC=CC=2)(C2C=CC=CC=2)C2C=CC=CC=2)([P](C2C=CC=CC=2)(C2C=CC=CC=2)C2C=CC=CC=2)[P](C2C=CC=CC=2)(C2C=CC=CC=2)C2C=CC=CC=2)(C2C=CC=CC=2)C2C=CC=CC=2)=CC=1. The product is [F:1][C:2]1[CH:7]=[CH:6][C:5]([C@@H:8]([O:37][Si:38]([CH3:44])([CH3:43])[C:39]([CH3:42])([CH3:41])[CH3:40])[CH2:9][S:10][C@@H:11]2[C@@H:14]([C:15]3[CH:20]=[CH:19][C:18]([O:21][Si:22]([CH3:28])([CH3:27])[C:23]([CH3:26])([CH3:25])[CH3:24])=[CH:17][CH:16]=3)[N:13]([C:29]3[CH:34]=[CH:33][C:32]([C:47]4[CH:46]=[N:45][CH:50]=[CH:49][CH:48]=4)=[CH:31][CH:30]=3)[C:12]2=[O:36])=[CH:4][CH:3]=1. The yield is 0.750. (3) The reactants are [F:1][C:2]1[CH:7]=[C:6]([F:8])[CH:5]=[CH:4][C:3]=1[S:9]([C:12]([CH3:36])([CH3:35])[C:13]([NH:15][C:16]1[O:20][N:19]=[C:18]([C:21]([CH3:34])([CH3:33])[CH2:22][O:23]CC2C=CC(OC)=CC=2)[CH:17]=1)=[O:14])(=[O:11])=[O:10]. The yield is 1.00. The product is [F:1][C:2]1[CH:7]=[C:6]([F:8])[CH:5]=[CH:4][C:3]=1[S:9]([C:12]([CH3:36])([CH3:35])[C:13]([NH:15][C:16]1[O:20][N:19]=[C:18]([C:21]([CH3:34])([CH3:33])[CH2:22][OH:23])[CH:17]=1)=[O:14])(=[O:11])=[O:10]. The catalyst is ClCCCl.Cl.O. (4) The reactants are Br[C:2]1[CH:7]=[CH:6][C:5]([CH2:8][C@H:9]([O:14][CH2:15][C:16]2[CH:21]=[CH:20][CH:19]=[CH:18][CH:17]=2)[C:10]([O:12][CH3:13])=[O:11])=[CH:4][CH:3]=1.[CH3:22][NH:23][C:24]1[CH:29]=[CH:28][CH:27]=[C:26](B2OC(C)(C)C(C)(C)O2)[CH:25]=1.P([O-])([O-])([O-])=O.[K+].[K+].[K+].O. The catalyst is CN(C)C=O.C1C=CC([P]([Pd]([P](C2C=CC=CC=2)(C2C=CC=CC=2)C2C=CC=CC=2)([P](C2C=CC=CC=2)(C2C=CC=CC=2)C2C=CC=CC=2)[P](C2C=CC=CC=2)(C2C=CC=CC=2)C2C=CC=CC=2)(C2C=CC=CC=2)C2C=CC=CC=2)=CC=1. The product is [CH2:15]([O:14][C@@H:9]([CH2:8][C:5]1[CH:6]=[CH:7][C:2]([C:26]2[CH:27]=[CH:28][CH:29]=[C:24]([NH:23][CH3:22])[CH:25]=2)=[CH:3][CH:4]=1)[C:10]([O:12][CH3:13])=[O:11])[C:16]1[CH:21]=[CH:20][CH:19]=[CH:18][CH:17]=1. The yield is 0.610. (5) The reactants are [N:1]1[CH:6]=[CH:5][CH:4]=[CH:3][C:2]=1[C:7]1[C:11]([CH2:12][O:13][C:14]2[CH:22]=[CH:21][C:17]([C:18]([OH:20])=O)=[CH:16][N:15]=2)=[CH:10][O:9][N:8]=1.[CH:23]([NH2:26])([CH3:25])[CH3:24]. No catalyst specified. The product is [CH:23]([NH:26][C:18](=[O:20])[C:17]1[CH:21]=[CH:22][C:14]([O:13][CH2:12][C:11]2[C:7]([C:2]3[CH:3]=[CH:4][CH:5]=[CH:6][N:1]=3)=[N:8][O:9][CH:10]=2)=[N:15][CH:16]=1)([CH3:25])[CH3:24]. The yield is 0.950. (6) The reactants are [CH2:1]([C:3]1[C:11]([CH3:12])=[C:10]2[C:6]([C:7](=[O:13])[O:8][CH2:9]2)=[C:5]([O:14][CH2:15][CH2:16][Si:17]([CH3:20])([CH3:19])[CH3:18])[C:4]=1CC=O)[CH3:2].C1(P(C2C=CC=CC=2)(C2C=CC=CC=2)=C(CC)C=[O:33])C=CC=CC=1.[C:48]1([CH3:54])[CH:53]=[CH:52]C=[CH:50][CH:49]=1. No catalyst specified. The product is [CH2:49]([C:48](=[CH:53][CH2:52][C:4]1[C:5]([O:14][CH2:15][CH2:16][Si:17]([CH3:18])([CH3:20])[CH3:19])=[C:6]2[C:10](=[C:11]([CH3:12])[C:3]=1[CH2:1][CH3:2])[CH2:9][O:8][C:7]2=[O:13])[CH:54]=[O:33])[CH3:50]. The yield is 0.480. (7) The reactants are Br[C:2]1[CH:6]=[C:5]([C:7]2[CH:12]=[CH:11][C:10]([O:13][C:14]3[CH:19]=[CH:18][CH:17]=[CH:16][CH:15]=3)=[CH:9][CH:8]=2)[S:4][C:3]=1[C:20]([O:22][CH3:23])=[O:21].[NH2:24][CH2:25][C:26]([N:28]1[CH2:33][CH2:32][O:31][CH2:30][CH2:29]1)=[O:27].Cl.C([O-])([O-])=O.[Cs+].[Cs+].C1C=CC(P(C2C(C3C(P(C4C=CC=CC=4)C4C=CC=CC=4)=CC=C4C=3C=CC=C4)=C3C(C=CC=C3)=CC=2)C2C=CC=CC=2)=CC=1. The catalyst is C1(C)C=CC=CC=1.CCOC(C)=O.CC([O-])=O.CC([O-])=O.[Pd+2]. The product is [O:31]1[CH2:32][CH2:33][N:28]([C:26](=[O:27])[CH2:25][NH:24][C:2]2[CH:6]=[C:5]([C:7]3[CH:12]=[CH:11][C:10]([O:13][C:14]4[CH:19]=[CH:18][CH:17]=[CH:16][CH:15]=4)=[CH:9][CH:8]=3)[S:4][C:3]=2[C:20]([O:22][CH3:23])=[O:21])[CH2:29][CH2:30]1. The yield is 0.860. (8) The reactants are [NH2:1][C:2]1[C:7](=[O:8])[N:6]([CH3:9])[CH:5]=[C:4]([C:10]2[CH:15]=[CH:14][N:13]=[C:12]([N:16]3[N:25]=[CH:24][C:23]4[C:18](=[C:19]([F:30])[CH:20]=[C:21]([C:26]([CH3:29])([CH3:28])[CH3:27])[CH:22]=4)[C:17]3=[O:31])[C:11]=2[CH2:32][OH:33])[CH:3]=1.[F:34][C@H:35]1[CH2:37][C@H:36]1[C:38](O)=[O:39].CN(C(ON1N=NC2C=CC=NC1=2)=[N+](C)C)C.F[P-](F)(F)(F)(F)F.C(N(CC)C(C)C)(C)C. The catalyst is CN(C=O)C. The product is [C:26]([C:21]1[CH:22]=[C:23]2[C:18](=[C:19]([F:30])[CH:20]=1)[C:17](=[O:31])[N:16]([C:12]1[C:11]([CH2:32][OH:33])=[C:10]([C:4]3[CH:3]=[C:2]([NH:1][C:38]([C@@H:36]4[CH2:37][C@@H:35]4[F:34])=[O:39])[C:7](=[O:8])[N:6]([CH3:9])[CH:5]=3)[CH:15]=[CH:14][N:13]=1)[N:25]=[CH:24]2)([CH3:29])([CH3:27])[CH3:28]. The yield is 0.730. (9) The reactants are [N+:1]([C:4]1[CH:5]=[C:6]2[C:10](=[CH:11][CH:12]=1)[NH:9][CH:8]=[C:7]2[C:13]1[CH2:18][CH2:17][C:16](=O)[CH2:15][CH:14]=1)([O-:3])=[O:2].Cl.[CH2:21]([NH2:23])[CH3:22].C(O)(=O)C.[BH-](OC(C)=O)(OC(C)=O)OC(C)=O.[Na+]. The catalyst is ClCCCl.[OH-].[Na+]. The product is [CH2:21]([NH:23][CH:16]1[CH2:17][CH2:18][C:13]([C:7]2[C:6]3[C:10](=[CH:11][CH:12]=[C:4]([N+:1]([O-:3])=[O:2])[CH:5]=3)[NH:9][CH:8]=2)=[CH:14][CH2:15]1)[CH3:22]. The yield is 0.970.